From a dataset of Drug-target binding data from BindingDB using IC50 measurements. Regression. Given a target protein amino acid sequence and a drug SMILES string, predict the binding affinity score between them. We predict pIC50 (pIC50 = -log10(IC50 in M); higher means more potent). Dataset: bindingdb_ic50. The drug is Cc1cccc(CSc2cccc3cccnc23)c1. The pIC50 is 4.4. The target protein (P35414) has sequence MEEGGDFDNYYGADNQSECEYTDWKSSGALIPAIYMLVFLLGTTGNGLVLWTVFRSSREKRRSADIFIASLAVADLTFVVTLPLWATYTYRDYDWPFGTFFCKLSSYLIFVNMYASVFCLTGLSFDRYLAIVRPVANARLRLRVSGAVATAVLWVLAALLAMPVMVLRTTGDLENTTKVQCYMDYSMVATVSSEWAWEVGLGVSSTTVGFVVPFTIMLTCYFFIAQTIAGHFRKERIEGLRKRRRLLSIIVVLVVTFALCWMPYHLVKTLYMLGSLLHWPCDFDLFLMNIFPYCTCISYVNSCLNPFLYAFFDPRFRQACTSMLCCGQSRCAGTSHSSSGEKSASYSSGHSQGPGPNMGKGGEQMHEKSIPYSQETLVVD.